This data is from Full USPTO retrosynthesis dataset with 1.9M reactions from patents (1976-2016). The task is: Predict the reactants needed to synthesize the given product. (1) Given the product [CH2:14]([O:21][C:22]1[CH:23]=[C:24]([CH:25]=[CH:26][CH:27]=1)[O:28][CH2:2][C:3]1[C:11]2[C:6](=[N:7][CH:8]=[N:9][C:10]=2[Cl:12])[N:5]([CH3:13])[N:4]=1)[C:15]1[CH:16]=[CH:17][CH:18]=[CH:19][CH:20]=1, predict the reactants needed to synthesize it. The reactants are: Br[CH2:2][C:3]1[C:11]2[C:6](=[N:7][CH:8]=[N:9][C:10]=2[Cl:12])[N:5]([CH3:13])[N:4]=1.[CH2:14]([O:21][C:22]1[CH:23]=[C:24]([OH:28])[CH:25]=[CH:26][CH:27]=1)[C:15]1[CH:20]=[CH:19][CH:18]=[CH:17][CH:16]=1.C(=O)([O-])[O-].[K+].[K+]. (2) The reactants are: [CH3:1][O:2][C:3]1[CH:8]=[C:7]([C:9]([F:12])([F:11])[F:10])[CH:6]=[CH:5][C:4]=1[C:13]1[C:22]2[C:17](=[CH:18][C:19]([S:24]([N:27](CC3C=CC(OC)=CC=3)[C:28]3[S:29][CH:30]=[CH:31][N:32]=3)(=[O:26])=[O:25])=[CH:20][C:21]=2[CH3:23])[N:16]=[CH:15][CH:14]=1. Given the product [CH3:1][O:2][C:3]1[CH:8]=[C:7]([C:9]([F:12])([F:11])[F:10])[CH:6]=[CH:5][C:4]=1[C:13]1[C:22]2[C:17](=[CH:18][C:19]([S:24]([NH:27][C:28]3[S:29][CH:30]=[CH:31][N:32]=3)(=[O:25])=[O:26])=[CH:20][C:21]=2[CH3:23])[N:16]=[CH:15][CH:14]=1, predict the reactants needed to synthesize it. (3) Given the product [NH2:24][C:23]1[C:3]2[C:4]([O:5][CH2:6][C@H:7]3[CH2:12][CH2:11][CH2:10][N:9]([C:13]([O:15][C:16]([CH3:19])([CH3:17])[CH3:18])=[O:14])[CH2:8]3)=[CH:20][CH:21]=[CH:22][C:2]=2[NH:1][S:31](=[O:34])(=[O:33])[N:32]=1, predict the reactants needed to synthesize it. The reactants are: [NH2:1][C:2]1[C:3]([C:23]#[N:24])=[C:4]([CH:20]=[CH:21][CH:22]=1)[O:5][CH2:6][C@H:7]1[CH2:12][CH2:11][CH2:10][N:9]([C:13]([O:15][C:16]([CH3:19])([CH3:18])[CH3:17])=[O:14])[CH2:8]1.N1C=CC=CC=1.[S:31](Cl)(=[O:34])(=[O:33])[NH2:32].C([O-])(O)=O.[Na+].[OH-].[Na+].Cl.